From a dataset of Peptide-MHC class I binding affinity with 185,985 pairs from IEDB/IMGT. Regression. Given a peptide amino acid sequence and an MHC pseudo amino acid sequence, predict their binding affinity value. This is MHC class I binding data. (1) The peptide sequence is KSYQIDLDF. The MHC is HLA-B57:01 with pseudo-sequence HLA-B57:01. The binding affinity (normalized) is 0.456. (2) The peptide sequence is SAIPPSRSM. The MHC is Mamu-A01 with pseudo-sequence Mamu-A01. The binding affinity (normalized) is 0.505.